Dataset: Forward reaction prediction with 1.9M reactions from USPTO patents (1976-2016). Task: Predict the product of the given reaction. (1) Given the reactants [H-].[Na+].[Cl:3][C:4]1[CH:9]=[C:8]([Cl:10])[CH:7]=[CH:6][C:5]=1[N:11]1[C:17]2=[N:18][C:19]3[CH:24]=[CH:23][CH:22]=[C:21]([N:25]([CH2:28][CH3:29])[CH2:26][CH3:27])[C:20]=3[N:16]2[CH2:15][CH:14]([OH:30])[CH2:13][CH2:12]1.CI.[C:33](OCC)(=O)C, predict the reaction product. The product is: [Cl:3][C:4]1[CH:9]=[C:8]([Cl:10])[CH:7]=[CH:6][C:5]=1[N:11]1[C:17]2=[N:18][C:19]3[C:20](=[C:21]([N:25]([CH2:28][CH3:29])[CH2:26][CH3:27])[CH:22]=[CH:23][CH:24]=3)[N:16]2[CH2:15][CH:14]([O:30][CH3:33])[CH2:13][CH2:12]1. (2) Given the reactants [F:1][C:2]([F:8])([F:7])[CH2:3][CH:4](F)F.[Li]CCCC.[C:14]1([Sn:20](Cl)([C:27]2[CH:32]=[CH:31][CH:30]=[CH:29][CH:28]=2)[C:21]2[CH:26]=[CH:25][CH:24]=[CH:23][CH:22]=2)[CH:19]=[CH:18][CH:17]=[CH:16][CH:15]=1, predict the reaction product. The product is: [F:1][C:2]([F:8])([F:7])[C:3]#[C:4][Sn:20]([C:21]1[CH:22]=[CH:23][CH:24]=[CH:25][CH:26]=1)([C:27]1[CH:32]=[CH:31][CH:30]=[CH:29][CH:28]=1)[C:14]1[CH:15]=[CH:16][CH:17]=[CH:18][CH:19]=1.